Regression. Given a peptide amino acid sequence and an MHC pseudo amino acid sequence, predict their binding affinity value. This is MHC class II binding data. From a dataset of Peptide-MHC class II binding affinity with 134,281 pairs from IEDB. (1) The peptide sequence is GELQIVDKIDAAFAI. The MHC is DRB1_1201 with pseudo-sequence DRB1_1201. The binding affinity (normalized) is 0.688. (2) The peptide sequence is EKKVFAATQFEPLAA. The MHC is DRB1_0701 with pseudo-sequence DRB1_0701. The binding affinity (normalized) is 0.704. (3) The peptide sequence is RDGQLTIKAERTEQK. The MHC is HLA-DPA10201-DPB10501 with pseudo-sequence HLA-DPA10201-DPB10501. The binding affinity (normalized) is 0.0795. (4) The peptide sequence is AAIHEMFVNTLVASS. The MHC is DRB1_0701 with pseudo-sequence DRB1_0701. The binding affinity (normalized) is 0.567. (5) The peptide sequence is YQPAAMRRLSLILLA. The MHC is HLA-DPA10103-DPB10401 with pseudo-sequence HLA-DPA10103-DPB10401. The binding affinity (normalized) is 0.400.